From a dataset of Full USPTO retrosynthesis dataset with 1.9M reactions from patents (1976-2016). Predict the reactants needed to synthesize the given product. The reactants are: [Cl:1][C:2]1[CH:18]=[CH:17][C:5]([O:6][C:7]2[CH:14]=[CH:13][C:12]([CH2:15][OH:16])=[CH:11][C:8]=2[C:9]#[N:10])=[CH:4][C:3]=1[C:19]([F:22])([F:21])[F:20].[H-].[Na+].Cl[C:26]1[CH:27]=[C:28]2[N:35]([C:36]([O:38][C:39]([CH3:42])([CH3:41])[CH3:40])=[O:37])[CH2:34][CH2:33][N:29]2[C:30](=[O:32])[N:31]=1. Given the product [C:39]([O:38][C:36]([N:35]1[C:28]2[N:29]([C:30](=[O:32])[N:31]=[C:26]([O:16][CH2:15][C:12]3[CH:13]=[CH:14][C:7]([O:6][C:5]4[CH:17]=[CH:18][C:2]([Cl:1])=[C:3]([C:19]([F:20])([F:21])[F:22])[CH:4]=4)=[C:8]([C:9]#[N:10])[CH:11]=3)[CH:27]=2)[CH2:33][CH2:34]1)=[O:37])([CH3:42])([CH3:40])[CH3:41], predict the reactants needed to synthesize it.